Dataset: Full USPTO retrosynthesis dataset with 1.9M reactions from patents (1976-2016). Task: Predict the reactants needed to synthesize the given product. Given the product [Cl:18][C:13]1[CH:14]=[CH:15][CH:16]=[CH:17][C:12]=1[C@H:9]([NH:8][C:4]1[CH:3]=[C:2]([C:30]2[CH:29]=[C:28]3[C:33](=[CH:32][CH:31]=2)[NH:25][C:26](=[O:43])[CH2:27]3)[CH:7]=[N:6][CH:5]=1)[CH2:10][OH:11], predict the reactants needed to synthesize it. The reactants are: Br[C:2]1[CH:3]=[C:4]([NH:8][C@@H:9]([C:12]2[CH:17]=[CH:16][CH:15]=[CH:14][C:13]=2[Cl:18])[CH2:10][OH:11])[CH:5]=[N:6][CH:7]=1.C([O-])([O-])=O.[K+].[K+].[NH:25]1[C:33]2[C:28](=[CH:29][C:30](B3OC(C)(C)C(C)(C)O3)=[CH:31][CH:32]=2)[CH2:27][C:26]1=[O:43].